The task is: Predict the reactants needed to synthesize the given product.. This data is from Full USPTO retrosynthesis dataset with 1.9M reactions from patents (1976-2016). (1) Given the product [Cl:34][C:28]1[CH:29]=[C:30]([Cl:33])[CH:31]=[CH:32][C:27]=1[C:25]1[N:12]=[C:10]([N:9]([C:3]2[CH:4]=[CH:5][C:6]([Cl:8])=[CH:7][C:2]=2[Cl:1])[CH2:13][CH2:14][CH3:15])[S:11][C:24]=1[CH3:35], predict the reactants needed to synthesize it. The reactants are: [Cl:1][C:2]1[CH:7]=[C:6]([Cl:8])[CH:5]=[CH:4][C:3]=1[N:9]([CH2:13][CH2:14][CH3:15])[C:10]([NH2:12])=[S:11].C(N(CC)CC)C.Br[CH:24]([CH3:35])[C:25]([C:27]1[CH:32]=[CH:31][C:30]([Cl:33])=[CH:29][C:28]=1[Cl:34])=O. (2) Given the product [C:18]([O:17][C:16](=[O:22])[NH:15][CH2:14][C:13]1[S:23][C:4]([C:6]2[CH:11]=[CH:10][N:9]=[CH:8][CH:7]=2)=[CH:3][N:12]=1)([CH3:21])([CH3:19])[CH3:20], predict the reactants needed to synthesize it. The reactants are: Br.Br[CH2:3][C:4]([C:6]1[CH:11]=[CH:10][N:9]=[CH:8][CH:7]=1)=O.[NH2:12][C:13](=[S:23])[CH2:14][NH:15][C:16](=[O:22])[O:17][C:18]([CH3:21])([CH3:20])[CH3:19].C(O)C. (3) The reactants are: [O:1]=[C:2]1[C:7]2[CH:8]=[CH:9][CH:10]=[CH:11][C:6]=2[S:5][C:4]([C:12]2[N:17]=[C:16]([C:18]([OH:20])=O)[CH:15]=[CH:14][CH:13]=2)=[N:3]1.[NH2:21][CH2:22][CH2:23][OH:24].CCN=C=NCCCN(C)C.C1C=CC2N(O)N=NC=2C=1. Given the product [OH:24][CH2:23][CH2:22][NH:21][C:18]([C:16]1[CH:15]=[CH:14][CH:13]=[C:12]([C:4]2[S:5][C:6]3[CH:11]=[CH:10][CH:9]=[CH:8][C:7]=3[C:2](=[O:1])[N:3]=2)[N:17]=1)=[O:20], predict the reactants needed to synthesize it. (4) The reactants are: C([O:4][CH2:5][C:6]([NH:13][C:14]1[NH:18][CH:17]=[N:16][C:15]=1[CH:19]1[CH2:23][CH2:22][CH2:21][CH2:20]1)=[N:7][C:8](OCC)=[O:9])(=O)C.C(=O)([O-])[O-].[K+].[K+]. Given the product [CH:19]1([C:15]2[N:16]=[CH:17][N:18]3[C:8](=[O:9])[N:7]=[C:6]([CH2:5][OH:4])[NH:13][C:14]=23)[CH2:23][CH2:22][CH2:21][CH2:20]1, predict the reactants needed to synthesize it. (5) Given the product [CH2:1]([N:8]1[CH2:13][CH2:12][N:11]([CH:16]([C:21]2[C:22](=[O:30])[C:23]([OH:29])=[C:24]([CH2:27][CH3:28])[NH:25][CH:26]=2)[C:17]([F:18])([F:20])[F:19])[CH2:10][CH2:9]1)[C:2]1[CH:3]=[CH:4][CH:5]=[CH:6][CH:7]=1, predict the reactants needed to synthesize it. The reactants are: [CH2:1]([N:8]1[CH2:13][CH2:12][NH:11][CH2:10][CH2:9]1)[C:2]1[CH:7]=[CH:6][CH:5]=[CH:4][CH:3]=1.Cl.Cl[CH:16]([C:21]1[C:22](=[O:30])[C:23]([OH:29])=[C:24]([CH2:27][CH3:28])[NH:25][CH:26]=1)[C:17]([F:20])([F:19])[F:18]. (6) Given the product [NH2:21][C:13]1[N:14]2[CH2:18][CH2:17][CH2:16][N:15]2[C:19](=[O:20])[C:12]=1/[N:11]=[C:26]1/[C:25]([OH:30])=[CH:24][C:23](=[NH:22])[C:28]([CH3:29])=[CH:27]/1, predict the reactants needed to synthesize it. The reactants are: CS(O)(=O)=O.CS(O)(=O)=O.[NH2:11][C:12]1[C:19](=[O:20])[N:15]2[CH2:16][CH2:17][CH2:18][N:14]2[C:13]=1[NH2:21].[NH2:22][C:23]1[CH:24]=[C:25]([OH:30])[CH:26]=[CH:27][C:28]=1[CH3:29].N.OO. (7) Given the product [C:1]1([CH2:7][O:8][C:9]([N:11]2[CH2:12][CH:13]=[C:14]([C:17]3[CH:18]=[CH:19][C:20]([N:23]4[CH2:24][C@H:45]([CH2:46][OH:48])[O:44][C:39]4=[O:43])=[CH:21][CH:22]=3)[CH2:15][CH2:16]2)=[O:10])[CH:2]=[CH:3][CH:4]=[CH:5][CH:6]=1, predict the reactants needed to synthesize it. The reactants are: [C:1]1([CH2:7][O:8][C:9]([N:11]2[CH2:16][CH:15]=[C:14]([C:17]3[CH:22]=[CH:21][C:20]([NH:23][C:24](OCC4C=CC=CC=4)=O)=[CH:19][CH:18]=3)[CH2:13][CH2:12]2)=[O:10])[CH:6]=[CH:5][CH:4]=[CH:3][CH:2]=1.C([Li])CCC.[C:39]([O:44][CH2:45][C@@H:46]1[O:48]C1)(=[O:43])CCC. (8) Given the product [CH3:16][C:14]1([CH3:17])[C:13]([CH3:18])([CH3:19])[O:12][B:11]([C:9]2[CH:10]=[C:4]([NH2:1])[C:5]([NH2:6])=[CH:7][CH:8]=2)[O:15]1, predict the reactants needed to synthesize it. The reactants are: [N+:1]([C:4]1[CH:10]=[C:9]([B:11]2[O:15][C:14]([CH3:17])([CH3:16])[C:13]([CH3:19])([CH3:18])[O:12]2)[CH:8]=[CH:7][C:5]=1[NH2:6])([O-])=O. (9) Given the product [N:10]1[CH:11]=[CH:12][CH:13]=[CH:14][C:9]=1[N:8]1[C:4](=[O:3])[C:5]([C:15]2[CH:16]=[N:17][CH:18]=[CH:19][CH:20]=2)=[CH:6][NH:7]1, predict the reactants needed to synthesize it. The reactants are: C([O:3][C:4](=O)[CH:5]([C:15]1[CH:16]=[N:17][CH:18]=[CH:19][CH:20]=1)[CH:6]=[N:7][NH:8][C:9]1[CH:14]=[CH:13][CH:12]=[CH:11][N:10]=1)C.C([O-])C.[Na+].Cl.